From a dataset of Catalyst prediction with 721,799 reactions and 888 catalyst types from USPTO. Predict which catalyst facilitates the given reaction. (1) Product: [CH:3]([C:6]1[N:10]=[C:9]([CH:11]2[CH2:16][CH2:15][CH2:14][N:13]([C:17]3[N:22]=[C:21]([CH3:23])[C:20]([CH:24]([CH2:29][CH2:30][CH3:31])[C:25]([OH:27])=[O:26])=[C:19]([C:32]4[CH:33]=[CH:34][C:35]([CH3:38])=[CH:36][CH:37]=4)[N:18]=3)[CH2:12]2)[O:8][N:7]=1)([CH3:5])[CH3:4]. Reactant: [OH-].[Na+].[CH:3]([C:6]1[N:10]=[C:9]([CH:11]2[CH2:16][CH2:15][CH2:14][N:13]([C:17]3[N:22]=[C:21]([CH3:23])[C:20]([CH:24]([CH2:29][CH2:30][CH3:31])[C:25]([O:27]C)=[O:26])=[C:19]([C:32]4[CH:37]=[CH:36][C:35]([CH3:38])=[CH:34][CH:33]=4)[N:18]=3)[CH2:12]2)[O:8][N:7]=1)([CH3:5])[CH3:4]. The catalyst class is: 5. (2) Reactant: [NH:1]1[C:9]2[C:4](=[CH:5][CH:6]=[CH:7][CH:8]=2)[CH:3]([C:10]([OH:12])=[O:11])[CH2:2]1.C(N(CC)C(C)C)(C)C.[CH3:22][O:23][C:24]1[C:33]2[C:28](=[CH:29][CH:30]=[CH:31][CH:32]=2)[C:27]([S:34](Cl)(=[O:36])=[O:35])=[CH:26][CH:25]=1.C(=O)(O)[O-].[Na+]. Product: [CH3:22][O:23][C:24]1[C:33]2[C:28](=[CH:29][CH:30]=[CH:31][CH:32]=2)[C:27]([S:34]([N:1]2[C:9]3[C:4](=[CH:5][CH:6]=[CH:7][CH:8]=3)[CH:3]([C:10]([OH:12])=[O:11])[CH2:2]2)(=[O:36])=[O:35])=[CH:26][CH:25]=1. The catalyst class is: 9. (3) Reactant: C1(P([C:24]2[CH:29]=CC=CC=2)CCCP(C2C=CC=CC=2)C2C=CC=CC=2)C=CC=CC=1.[F:30][C:31]1[CH:36]=[C:35](I)[C:34]([CH3:38])=[CH:33][N:32]=1.C(OC([N:44]1[CH2:49][CH2:48][CH2:47][CH2:46][CH2:45]1)=O)C.[C:50](=O)([O-:52])[O-:51].[Cs+].[Cs+]. Product: [F:30][C:31]1[CH:36]=[C:35]([N:44]2[CH2:45][CH2:46][CH:47]([C:50]([O:52][CH2:29][CH3:24])=[O:51])[CH2:48][CH2:49]2)[C:34]([CH3:38])=[CH:33][N:32]=1. The catalyst class is: 274. (4) Reactant: FC(F)(F)C(O)=O.[N:8]1([C:14]([C:16]2[CH:21]=[CH:20][C:19]([C:22]3[CH:27]=[CH:26][CH:25]=[C:24]([NH:28][C:29]([CH:31]4[CH2:35][CH2:34][CH2:33][CH2:32]4)=[O:30])[CH:23]=3)=[CH:18][CH:17]=2)=[O:15])[CH2:13][CH2:12][NH:11][CH2:10][CH2:9]1.[OH:36][C:37]1([C:40](O)=[O:41])[CH2:39][CH2:38]1.N1C=CC=CC=1.CN(C(ON1N=NC2C=CC=CC1=2)=[N+](C)C)C.F[P-](F)(F)(F)(F)F.CCN(C(C)C)C(C)C. Product: [OH:36][C:37]1([C:40]([N:11]2[CH2:12][CH2:13][N:8]([C:14]([C:16]3[CH:17]=[CH:18][C:19]([C:22]4[CH:27]=[CH:26][CH:25]=[C:24]([NH:28][C:29]([CH:31]5[CH2:35][CH2:34][CH2:33][CH2:32]5)=[O:30])[CH:23]=4)=[CH:20][CH:21]=3)=[O:15])[CH2:9][CH2:10]2)=[O:41])[CH2:39][CH2:38]1. The catalyst class is: 18. (5) Reactant: [CH:1]1([NH2:4])[CH2:3][CH2:2]1.[BH-](OC(C)=O)(OC(C)=O)OC(C)=O.[Na+].[CH3:19][N:20]1[CH2:26][CH2:25][C:24](=O)[CH2:23][CH2:22][C:21]1=[O:28].C(Cl)(Cl)Cl.CO. Product: [CH:1]1([N:4]2[CH:24]([CH2:25][CH2:26][NH:20][CH3:19])[CH2:23][CH2:22][C:21]2=[O:28])[CH2:3][CH2:2]1. The catalyst class is: 46. (6) The catalyst class is: 7. Reactant: Cl[CH2:2][C:3]([NH:5][C:6]1[C:15]([Cl:16])=[CH:14][CH:13]=[C:12]2[C:7]=1[CH:8]=[CH:9][C:10]([N:17]1[CH2:21][CH2:20][C@@H:19]([O:22][Si](C(C)(C)C)(C)C)[CH2:18]1)=[N:11]2)=[O:4].[NH2:30][C:31]1[CH:36]=[CH:35][CH:34]=[CH:33][CH:32]=1.[F-].C([N+](CCCC)(CCCC)CCCC)CCC. Product: [Cl:16][C:15]1[C:6]([NH:5][C:3](=[O:4])[CH2:2][NH:30][C:31]2[CH:36]=[CH:35][CH:34]=[CH:33][CH:32]=2)=[C:7]2[C:12](=[CH:13][CH:14]=1)[N:11]=[C:10]([N:17]1[CH2:21][CH2:20][C@@H:19]([OH:22])[CH2:18]1)[CH:9]=[CH:8]2. (7) Reactant: [Si:1]([O:8][C@@H:9]1[C@H:13]([CH2:14][O:15][Si:16]([C:19]([CH3:22])([CH3:21])[CH3:20])([CH3:18])[CH3:17])[CH2:12][C@@H:11]([NH:23][C:24]2[C:29]([Cl:30])=[CH:28][N:27]=[C:26]([NH2:31])[C:25]=2[N+:32]([O-])=O)[CH2:10]1)([C:4]([CH3:7])([CH3:6])[CH3:5])([CH3:3])[CH3:2].C(O)(=O)C. Product: [Si:1]([O:8][C@@H:9]1[C@H:13]([CH2:14][O:15][Si:16]([C:19]([CH3:22])([CH3:21])[CH3:20])([CH3:18])[CH3:17])[CH2:12][C@@H:11]([NH:23][C:24]2[C:29]([Cl:30])=[CH:28][N:27]=[C:26]([NH2:31])[C:25]=2[NH2:32])[CH2:10]1)([C:4]([CH3:5])([CH3:6])[CH3:7])([CH3:3])[CH3:2]. The catalyst class is: 401.